This data is from Catalyst prediction with 721,799 reactions and 888 catalyst types from USPTO. The task is: Predict which catalyst facilitates the given reaction. (1) Reactant: [Br:1][CH2:2][C:3](Br)=[O:4].[CH3:6][C:7]1[S:11][C:10]([C:12]2[CH:17]=[CH:16][C:15]([O:18][C:19]3[CH:24]=[CH:23][CH:22]=[CH:21][CH:20]=3)=[CH:14][CH:13]=2)=[N:9][CH:8]=1.[Al+3].[Cl-].[Cl-].[Cl-]. Product: [Br:1][CH2:2][C:3]([C:22]1[CH:23]=[CH:24][C:19]([O:18][C:15]2[CH:16]=[CH:17][C:12]([C:10]3[S:11][C:7]([CH3:6])=[CH:8][N:9]=3)=[CH:13][CH:14]=2)=[CH:20][CH:21]=1)=[O:4]. The catalyst class is: 2. (2) Reactant: C[Si](C)(C)[N-][Si](C)(C)C.[Li+].[I-].[CH:12]1([CH2:17][P+](C2C=CC=CC=2)(C2C=CC=CC=2)C2C=CC=CC=2)[CH2:16][CH2:15][CH2:14][CH2:13]1.[Cl:37][C:38]1[CH:39]=[CH:40][C:41]([C:46]([C:48]2[CH:53]=[CH:52][C:51]([S:54][CH3:55])=[CH:50][CH:49]=2)=O)=[N:42][C:43]=1[O:44][CH3:45].O. Product: [Cl:37][C:38]1[C:43]([O:44][CH3:45])=[N:42][C:41](/[C:46](/[C:48]2[CH:53]=[CH:52][C:51]([S:54][CH3:55])=[CH:50][CH:49]=2)=[CH:17]/[CH:12]2[CH2:16][CH2:15][CH2:14][CH2:13]2)=[CH:40][CH:39]=1. The catalyst class is: 7. (3) Reactant: [F:1][C:2]1[CH:7]=[C:6]([N+:8]([O-])=O)[CH:5]=[CH:4][C:3]=1[N:11]1[CH:15]=[N:14][C:13]([CH3:16])=[N:12]1.C([O-])(O)=O.[Na+]. Product: [F:1][C:2]1[CH:7]=[C:6]([NH2:8])[CH:5]=[CH:4][C:3]=1[N:11]1[CH:15]=[N:14][C:13]([CH3:16])=[N:12]1. The catalyst class is: 8. (4) Reactant: [CH2:1]([O:3][C:4]1[N:5]([C:14]2[CH:19]=[CH:18][C:17]([O:20][CH2:21][C:22]([F:25])([F:24])[F:23])=[CH:16][CH:15]=2)[C:6](=[O:13])[C:7]2[CH:12]=[CH:11][NH:10][C:8]=2[N:9]=1)[CH3:2].[C:26]([OH:29])(=[O:28])[CH3:27].[C:26]([OH:29])(=[O:28])[CH3:27].I(C1C=CC=CC=1)=O. Product: [C:26]([O:29][C:11]1[NH:10][C:8]2[N:9]=[C:4]([O:3][CH2:1][CH3:2])[N:5]([C:14]3[CH:15]=[CH:16][C:17]([O:20][CH2:21][C:22]([F:24])([F:25])[F:23])=[CH:18][CH:19]=3)[C:6](=[O:13])[C:7]=2[CH:12]=1)(=[O:28])[CH3:27]. The catalyst class is: 15. (5) Reactant: [CH3:1][N:2]([CH2:4][C:5]1([C:11]2[CH:16]=[CH:15][C:14]([OH:17])=[CH:13][CH:12]=2)[CH2:10][CH2:9][O:8][CH2:7][CH2:6]1)[CH3:3].Cl[CH2:19][CH2:20][CH2:21][N:22]1[CH2:27][CH2:26][CH:25]([OH:28])[CH2:24][CH2:23]1.CN(C=O)C.C([O-])([O-])=O.[K+].[K+]. Product: [CH3:3][N:2]([CH2:4][C:5]1([C:11]2[CH:16]=[CH:15][C:14]([O:17][CH2:19][CH2:20][CH2:21][N:22]3[CH2:27][CH2:26][CH:25]([OH:28])[CH2:24][CH2:23]3)=[CH:13][CH:12]=2)[CH2:6][CH2:7][O:8][CH2:9][CH2:10]1)[CH3:1]. The catalyst class is: 25.